This data is from Reaction yield outcomes from USPTO patents with 853,638 reactions. The task is: Predict the reaction yield, written as a fraction of the theoretical maximum amount of product (1.0 means a 100% yield; for example, 0.34 means a 34% yield). (1) The reactants are [NH2:1][C:2]1[CH:7]=[CH:6][C:5]([C:8]2[N:13]=[C:12]([N:14]3[CH:19]([CH3:20])[CH2:18][O:17][CH2:16][CH:15]3[CH3:21])[N:11]=[C:10]([C:22]3[CH:27]=[CH:26][C:25]([NH:28][C:29]([NH:31][CH3:32])=[O:30])=[CH:24][CH:23]=3)[N:9]=2)=[CH:4][CH:3]=1.[N:33]1[CH:38]=[CH:37][C:36]([NH:39][C:40](=O)[O:41]C2C=CC=CC=2)=[CH:35][CH:34]=1. No catalyst specified. The product is [CH3:21][CH:15]1[CH2:16][O:17][CH2:18][CH:19]([CH3:20])[N:14]1[C:12]1[N:11]=[C:10]([C:22]2[CH:27]=[CH:26][C:25]([NH:28][C:29](=[O:30])[NH:31][CH3:32])=[CH:24][CH:23]=2)[N:9]=[C:8]([C:5]2[CH:4]=[CH:3][C:2]([NH:1][C:40]([NH:39][C:36]3[CH:37]=[CH:38][N:33]=[CH:34][CH:35]=3)=[O:41])=[CH:7][CH:6]=2)[N:13]=1. The yield is 0.00800. (2) The reactants are Br[C:2]1[CH:11]=[C:10]2[C:5]([C:6]([OH:22])=[C:7]([C:14]([NH:16][CH2:17][C:18]([O:20]C)=[O:19])=[O:15])[C:8](=[O:13])[N:9]2[CH3:12])=[CH:4][CH:3]=1.C(Cl)(Cl)Cl.CC(C1C=C(C(C)C)C(C2C=CC=CC=2P(C2CCCCC2)C2CCCCC2)=C(C(C)C)C=1)C.[NH:61]1[CH2:66][CH2:65][O:64][CH2:63][CH2:62]1.CC(C)([O-])C.[Na+]. The product is [OH:22][C:6]1[C:5]2[C:10](=[CH:11][C:2]([N:61]3[CH2:66][CH2:65][O:64][CH2:63][CH2:62]3)=[CH:3][CH:4]=2)[N:9]([CH3:12])[C:8](=[O:13])[C:7]=1[C:14]([NH:16][CH2:17][C:18]([OH:20])=[O:19])=[O:15]. The yield is 0.180. The catalyst is O1CCOCC1.C1C=CC(/C=C/C(/C=C/C2C=CC=CC=2)=O)=CC=1.C1C=CC(/C=C/C(/C=C/C2C=CC=CC=2)=O)=CC=1.C1C=CC(/C=C/C(/C=C/C2C=CC=CC=2)=O)=CC=1.[Pd].[Pd]. (3) The reactants are C([O:3][C:4](=[O:42])[CH2:5][CH2:6][O:7][CH2:8][C:9]1[CH:14]=[CH:13][CH:12]=[C:11]([CH3:15])[C:10]=1[C:16]1[CH:21]=[CH:20][CH:19]=[C:18]([S:22]([C:25]2[CH:29]=[C:28]([C:30]([NH:32][C:33]([O:35][C:36]([CH3:39])([CH3:38])[CH3:37])=[O:34])=[NH:31])[S:27][C:26]=2[S:40][CH3:41])(=[O:24])=[O:23])[CH:17]=1)C.O.[OH-].[Li+].Cl. The catalyst is C1COCC1.CO.O. The product is [C:36]([O:35][C:33]([NH:32][C:30](=[NH:31])[C:28]1[S:27][C:26]([S:40][CH3:41])=[C:25]([S:22]([C:18]2[CH:17]=[C:16]([C:10]3[C:11]([CH3:15])=[CH:12][CH:13]=[CH:14][C:9]=3[CH2:8][O:7][CH2:6][CH2:5][C:4]([OH:42])=[O:3])[CH:21]=[CH:20][CH:19]=2)(=[O:24])=[O:23])[CH:29]=1)=[O:34])([CH3:39])([CH3:37])[CH3:38]. The yield is 0.760. (4) The reactants are C(O[C:5](=[O:7])[CH3:6])(=O)C.[NH2:8][C:9]1[CH:16]=[CH:15][C:12]([C:13]#[N:14])=[C:11]([CH3:17])[C:10]=1[CH3:18]. The catalyst is C(OCC)(=O)C. The product is [C:13]([C:12]1[CH:15]=[CH:16][C:9]([NH:8][C:5](=[O:7])[CH3:6])=[C:10]([CH3:18])[C:11]=1[CH3:17])#[N:14]. The yield is 0.818.